From a dataset of Full USPTO retrosynthesis dataset with 1.9M reactions from patents (1976-2016). Predict the reactants needed to synthesize the given product. (1) Given the product [CH3:83][O:84][C:11]([CH:10]1[CH2:16][CH:14]([C:13]([OH:17])=[O:12])[CH2:15][N:8]([C:6]([O:5][C:1]([CH3:4])([CH3:3])[CH3:2])=[O:7])[CH2:9]1)=[O:18], predict the reactants needed to synthesize it. The reactants are: [C:1]([O:5][C:6]([N:8]1[CH2:15][CH:14]2[CH2:16][CH:10]([C:11](=[O:18])[O:12][C:13]2=[O:17])[CH2:9]1)=[O:7])([CH3:4])([CH3:3])[CH3:2].CC[C@H]1[C@@H]2C[C@H]([C@@H](OC3C=CC(O[C@@H](C4C=CN=C5C=4C=C(OC)C=C5)[C@@H]4N5C[C@@H](CC)[C@@H](CC5)C4)=C4C(C5C(C(=O)C=34)=CC=CC=5)=O)C3C=CN=C4C=3C=C(OC)C=C4)N(CC2)C1.[CH3:83][OH:84].C(O)(=O)CC(CC(O)=O)(C(O)=O)O. (2) Given the product [CH2:1]([C:4]1([CH3:31])[CH2:9][C@H:8]([C:10]2[CH:15]=[CH:14][CH:13]=[C:12]([Cl:16])[CH:11]=2)[C@@H:7]([C:17]2[CH:18]=[CH:19][C:20]([Cl:23])=[CH:21][CH:22]=2)[N:6]([CH:24]([CH2:28][CH3:29])[C:25]([NH:60][C:56]([CH3:59])([CH3:58])[CH3:57])=[O:27])[C:5]1=[O:30])[CH:2]=[CH2:3], predict the reactants needed to synthesize it. The reactants are: [CH2:1]([C@@:4]1([CH3:31])[CH2:9][C@H:8]([C:10]2[CH:15]=[CH:14][CH:13]=[C:12]([Cl:16])[CH:11]=2)[C@@H:7]([C:17]2[CH:22]=[CH:21][C:20]([Cl:23])=[CH:19][CH:18]=2)[N:6]([CH:24]([CH2:28][CH3:29])[C:25]([OH:27])=O)[C:5]1=[O:30])[CH:2]=[CH2:3].CN(C(ON1N=NC2C=CC=NC1=2)=[N+](C)C)C.F[P-](F)(F)(F)(F)F.[C:56]([NH2:60])([CH3:59])([CH3:58])[CH3:57].